Dataset: Full USPTO retrosynthesis dataset with 1.9M reactions from patents (1976-2016). Task: Predict the reactants needed to synthesize the given product. Given the product [F:1][C:2]1[CH:3]=[CH:4][C:5]([O:8][CH2:9][CH2:10][C:11]([N:17]2[CH2:16][CH2:15][N:14]([C:20]3[CH:27]=[CH:26][CH:25]=[CH:24][C:21]=3[C:22]#[N:23])[CH2:19][CH2:18]2)=[O:13])=[CH:6][CH:7]=1, predict the reactants needed to synthesize it. The reactants are: [F:1][C:2]1[CH:7]=[CH:6][C:5]([O:8][CH2:9][CH2:10][C:11]([OH:13])=O)=[CH:4][CH:3]=1.[N:14]1([C:20]2[CH:27]=[CH:26][CH:25]=[CH:24][C:21]=2[C:22]#[N:23])[CH2:19][CH2:18][NH:17][CH2:16][CH2:15]1.C(Cl)CCl.C1C=NC2N(O)N=NC=2C=1.[N-]=C=O.C(=O)([O-])[O-].